Dataset: NCI-60 drug combinations with 297,098 pairs across 59 cell lines. Task: Regression. Given two drug SMILES strings and cell line genomic features, predict the synergy score measuring deviation from expected non-interaction effect. Drug 1: CCCS(=O)(=O)NC1=C(C(=C(C=C1)F)C(=O)C2=CNC3=C2C=C(C=N3)C4=CC=C(C=C4)Cl)F. Drug 2: C(CN)CNCCSP(=O)(O)O. Cell line: SNB-75. Synergy scores: CSS=-0.490, Synergy_ZIP=0.0406, Synergy_Bliss=-1.61, Synergy_Loewe=-2.60, Synergy_HSA=-3.09.